From a dataset of Full USPTO retrosynthesis dataset with 1.9M reactions from patents (1976-2016). Predict the reactants needed to synthesize the given product. (1) Given the product [CH3:10][O:9][C:7]1[CH:6]=[CH:5][C:4]([C:15]2[S:16][C:17]([CH3:20])=[CH:18][N:19]=2)=[C:3]([CH:8]=1)[CH:1]=[O:2], predict the reactants needed to synthesize it. The reactants are: [CH:1]([C:3]1[CH:8]=[C:7]([O:9][CH3:10])[CH:6]=[CH:5][C:4]=1B(O)O)=[O:2].Br[C:15]1[S:16][C:17]([CH3:20])=[CH:18][N:19]=1.C([O-])([O-])=O.[K+].[K+]. (2) Given the product [CH3:15][O:14][C:12](=[O:13])[C:4]([C:3]([O:2][CH3:1])=[O:16])=[C:5]([C:7]([O:9][CH2:10][CH3:11])=[O:8])[CH:6]=[CH:19][N:20]([CH3:22])[CH3:21], predict the reactants needed to synthesize it. The reactants are: [CH3:1][O:2][C:3](=[O:16])[C:4]([C:12]([O:14][CH3:15])=[O:13])=[C:5]([C:7]([O:9][CH2:10][CH3:11])=[O:8])[CH3:6].CO[CH:19](OC)[N:20]([CH3:22])[CH3:21].CN(C=O)C. (3) Given the product [CH2:1]([O:8][C:9]1[CH:14]=[CH:13][N:12]([C:17]2[S:18][C:19]([C:23]([NH:25][CH2:26][C:27]3[CH:28]=[N:29][CH:30]=[CH:31][CH:32]=3)=[O:24])=[C:20]([CH3:22])[N:21]=2)[C:11](=[O:15])[CH:10]=1)[C:2]1[CH:3]=[CH:4][CH:5]=[CH:6][CH:7]=1, predict the reactants needed to synthesize it. The reactants are: [CH2:1]([O:8][C:9]1[CH:14]=[CH:13][NH:12][C:11](=[O:15])[CH:10]=1)[C:2]1[CH:7]=[CH:6][CH:5]=[CH:4][CH:3]=1.Br[C:17]1[S:18][C:19]([C:23]([NH:25][CH2:26][C:27]2[CH:28]=[N:29][CH:30]=[CH:31][CH:32]=2)=[O:24])=[C:20]([CH3:22])[N:21]=1. (4) Given the product [Cl:32][C:34]1[CH:33]=[CH:15][C:10]([NH:8][C:24]([NH:23][CH:18]([C:16]([N:13]2[CH2:12][CH2:11][CH:10]([N:8]3[CH2:9][C:5]4=[CH:4][N:3]=[C:2]([CH3:1])[N:6]4[C:7]3=[O:31])[CH2:15][CH2:14]2)=[O:17])[CH2:19][CH2:20][CH2:21][CH3:22])=[O:30])=[CH:11][CH:12]=1, predict the reactants needed to synthesize it. The reactants are: [CH3:1][C:2]1[N:6]2[C:7](=[O:31])[N:8]([CH:10]3[CH2:15][CH2:14][N:13]([C:16]([CH:18]([NH:23][C:24](=[O:30])OC(C)(C)C)[CH2:19][CH2:20][CH2:21][CH3:22])=[O:17])[CH2:12][CH2:11]3)[CH2:9][C:5]2=[CH:4][N:3]=1.[ClH:32].[CH2:33](O)[CH3:34]. (5) Given the product [CH3:26][O:25][C:14]1[C:13]2[N:12]=[C:10]([NH:9][C:1](=[O:8])[C:2]3[CH:7]=[CH:6][CH:5]=[CH:4][CH:3]=3)[S:11][C:18]=2[C:17]([N:19]([CH2:21][CH2:22][O:23][CH3:24])[CH3:20])=[CH:16][CH:15]=1, predict the reactants needed to synthesize it. The reactants are: [C:1]([NH:9][C:10]([NH:12][C:13]1[CH:18]=[C:17]([N:19]([CH2:21][CH2:22][O:23][CH3:24])[CH3:20])[CH:16]=[CH:15][C:14]=1[O:25][CH3:26])=[S:11])(=[O:8])[C:2]1[CH:7]=[CH:6][CH:5]=[CH:4][CH:3]=1.BrBr. (6) Given the product [Cl:7][C:5]1[S:4][C:3]2[CH2:14][O:15][CH2:16][C:2]=2[CH:6]=1, predict the reactants needed to synthesize it. The reactants are: Br[C:2]1[CH:6]=[C:5]([Cl:7])[S:4][C:3]=1Cl.C([Sn](CCCC)(CCCC)[CH2:14][O:15][CH2:16][Sn](CCCC)(CCCC)CCCC)CCC.CC(C1C=C(C(C)C)C(C2C=CC=CC=2P(C2CCCCC2)C2CCCCC2)=C(C(C)C)C=1)C.[F-].[K+]. (7) Given the product [F:1][C:2]1[CH:3]=[C:4]([CH:14]=[CH:15][C:16]=1[F:17])[CH2:5][N:6]1[CH2:7][CH2:8][CH:9]([N:12]([CH3:13])[C:19]2[N:20]=[N:21][C:22]([C:25]([F:28])([F:27])[F:26])=[CH:23][CH:24]=2)[CH2:10][CH2:11]1, predict the reactants needed to synthesize it. The reactants are: [F:1][C:2]1[CH:3]=[C:4]([CH:14]=[CH:15][C:16]=1[F:17])[CH2:5][N:6]1[CH2:11][CH2:10][CH:9]([NH:12][CH3:13])[CH2:8][CH2:7]1.Cl[C:19]1[N:20]=[N:21][C:22]([C:25]([F:28])([F:27])[F:26])=[CH:23][CH:24]=1.C(N(C(C)C)CC)(C)C. (8) Given the product [F:15][C:11]1[CH:12]=[C:13]2[C:8](=[CH:9][CH:10]=1)[CH:7]=[N:6][C:5]([C:3]([NH:16][NH2:17])=[O:2])=[CH:14]2, predict the reactants needed to synthesize it. The reactants are: C[O:2][C:3]([C:5]1[N:6]=[CH:7][C:8]2[C:13]([CH:14]=1)=[CH:12][C:11]([F:15])=[CH:10][CH:9]=2)=O.[NH2:16][NH2:17].